Predict the reactants needed to synthesize the given product. From a dataset of Full USPTO retrosynthesis dataset with 1.9M reactions from patents (1976-2016). (1) Given the product [C:1]([N:4]1[CH2:11][C:10]2[CH:12]=[C:13]([C:16]3[CH:24]=[CH:23][CH:22]=[CH:21][C:17]=3[C:18]3[O:19][CH:46]=[CH:47][N:42]=3)[CH:14]=[CH:15][C:9]=2[CH:8]=[CH:7][C:6]2[CH:25]=[C:26]([Cl:29])[CH:27]=[CH:28][C:5]1=2)(=[O:3])[CH3:2], predict the reactants needed to synthesize it. The reactants are: [C:1]([N:4]1[CH2:11][C:10]2[CH:12]=[C:13]([C:16]3[CH:24]=[CH:23][CH:22]=[CH:21][C:17]=3[C:18](O)=[O:19])[CH:14]=[CH:15][C:9]=2[CH:8]=[CH:7][C:6]2[CH:25]=[C:26]([Cl:29])[CH:27]=[CH:28][C:5]1=2)(=[O:3])[CH3:2].C(Cl)(=O)C(Cl)=O.C([O-])([O-])=O.[K+].[K+].[N:42]1[CH:47]=[CH:46]C=NN=1. (2) Given the product [Br:1][C:2]1[CH:7]=[CH:6][C:5]([NH:8][C:9]2[N:14]3[CH:15]=[N:16][CH:17]=[C:13]3[CH:12]=[N:11][C:10]=2[C:18]([NH:36][O:35][CH2:34][C@H:32]2[CH2:31][O:30][C:29]([CH3:37])([CH3:28])[O:33]2)=[O:19])=[C:4]([F:27])[CH:3]=1, predict the reactants needed to synthesize it. The reactants are: [Br:1][C:2]1[CH:7]=[CH:6][C:5]([NH:8][C:9]2[N:14]3[CH:15]=[N:16][CH:17]=[C:13]3[CH:12]=[N:11][C:10]=2[C:18](NOCCOC=C)=[O:19])=[C:4]([F:27])[CH:3]=1.[CH3:28][C:29]1([CH3:37])[O:33][C@@H:32]([CH2:34][O:35][NH2:36])[CH2:31][O:30]1. (3) Given the product [CH2:1]([N:3]1[C:8]2[N:9]=[C:10]([NH:29][C:28]3[CH:27]=[CH:26][C:25]([N:22]4[CH2:21][CH2:20][N:19]([CH3:18])[CH2:24][CH2:23]4)=[CH:31][CH:30]=3)[N:11]=[CH:12][C:7]=2[CH:6]=[C:5]([CH3:16])[C:4]1=[O:17])[CH3:2], predict the reactants needed to synthesize it. The reactants are: [CH2:1]([N:3]1[C:8]2[N:9]=[C:10](S(C)=O)[N:11]=[CH:12][C:7]=2[CH:6]=[C:5]([CH3:16])[C:4]1=[O:17])[CH3:2].[CH3:18][N:19]1[CH2:24][CH2:23][N:22]([C:25]2[CH:31]=[CH:30][C:28]([NH2:29])=[CH:27][CH:26]=2)[CH2:21][CH2:20]1. (4) Given the product [F:1][C:2]1[CH:7]=[C:6]([I:8])[CH:5]=[CH:4][C:3]=1[NH:9][C:10]1[C:11]([C:18]([NH:46][NH2:47])=[O:20])=[CH:12][N:13]([CH3:17])[C:14](=[O:16])[CH:15]=1, predict the reactants needed to synthesize it. The reactants are: [F:1][C:2]1[CH:7]=[C:6]([I:8])[CH:5]=[CH:4][C:3]=1[NH:9][C:10]1[C:11]([C:18]([OH:20])=O)=[CH:12][N:13]([CH3:17])[C:14](=[O:16])[CH:15]=1.N1C=CC=CC=1.FC(F)(F)C(OC1C(F)=C(F)C(F)=C(F)C=1F)=O.O.[NH2:46][NH2:47]. (5) Given the product [O:1]1[C:5]2[CH:6]=[CH:7][CH:8]=[CH:9][C:4]=2[CH:3]=[C:2]1[C:10]1[N:19]=[C:18]([NH:28][CH2:27][CH2:26][CH2:25][N:24]([CH2:29][CH2:30][CH3:31])[CH2:21][CH2:22][CH3:23])[C:17]2[C:12](=[CH:13][CH:14]=[CH:15][CH:16]=2)[N:11]=1, predict the reactants needed to synthesize it. The reactants are: [O:1]1[C:5]2[CH:6]=[CH:7][CH:8]=[CH:9][C:4]=2[CH:3]=[C:2]1[C:10]1[N:19]=[C:18](Cl)[C:17]2[C:12](=[CH:13][CH:14]=[CH:15][CH:16]=2)[N:11]=1.[CH2:21]([N:24]([CH2:29][CH2:30][CH3:31])[CH2:25][CH2:26][CH2:27][NH2:28])[CH2:22][CH3:23]. (6) The reactants are: Br[C:2]1[CH:3]=[C:4]([CH:9]=[C:10]([C:12]([N:14]([CH2:18][CH2:19][CH3:20])[CH2:15][CH2:16][CH3:17])=[O:13])[CH:11]=1)[C:5]([O:7][CH3:8])=[O:6].[Cu][C:22]#[N:23]. Given the product [C:22]([C:2]1[CH:3]=[C:4]([CH:9]=[C:10]([C:12]([N:14]([CH2:18][CH2:19][CH3:20])[CH2:15][CH2:16][CH3:17])=[O:13])[CH:11]=1)[C:5]([O:7][CH3:8])=[O:6])#[N:23], predict the reactants needed to synthesize it. (7) Given the product [NH:46]1[C:47]2[C:43](=[CH:42][CH:41]=[C:40]([NH:39][C:37](=[O:38])[C@@H:19]([NH:18][C:16]([C@H:13]3[CH2:14][CH2:15][C@H:10]([CH2:9][NH:8][C:6](=[O:7])[O:5][C:1]([CH3:2])([CH3:3])[CH3:4])[CH2:11][CH2:12]3)=[O:17])[CH2:20][C:21]3[CH:22]=[CH:23][C:24]([C:27]4[CH:32]=[CH:31][C:30]([C:33](=[O:34])[NH:49][C@@H:50]5[CH2:54][CH2:53][NH:52][C:51]5=[O:55])=[CH:29][C:28]=4[CH3:36])=[CH:25][CH:26]=3)[CH:48]=2)[CH:44]=[N:45]1, predict the reactants needed to synthesize it. The reactants are: [C:1]([O:5][C:6]([NH:8][CH2:9][C@H:10]1[CH2:15][CH2:14][C@H:13]([C:16]([NH:18][C@H:19]([C:37]([NH:39][C:40]2[CH:48]=[C:47]3[C:43]([CH:44]=[N:45][NH:46]3)=[CH:42][CH:41]=2)=[O:38])[CH2:20][C:21]2[CH:26]=[CH:25][C:24]([C:27]3[CH:32]=[CH:31][C:30]([C:33](O)=[O:34])=[CH:29][C:28]=3[CH3:36])=[CH:23][CH:22]=2)=[O:17])[CH2:12][CH2:11]1)=[O:7])([CH3:4])([CH3:3])[CH3:2].[NH2:49][C@@H:50]1[CH2:54][CH2:53][NH:52][C:51]1=[O:55].C(NC(C)C)(C)C.CN(C(ON1N=NC2C=CC=NC1=2)=[N+](C)C)C.F[P-](F)(F)(F)(F)F. (8) Given the product [OH:26][CH2:25][CH2:24][CH2:23][CH2:22][CH2:21][CH2:20][C:7]1[C:6]2[CH:27]=[CH:28][C:3]([OH:2])=[CH:4][C:5]=2[CH2:11][CH2:10][CH2:9][C:8]=1[C:12]1[CH:17]=[CH:16][CH:15]=[C:14]([OH:18])[CH:13]=1, predict the reactants needed to synthesize it. The reactants are: C[O:2][C:3]1[CH:28]=[CH:27][C:6]2[C:7]([CH2:20][CH2:21][CH2:22][CH2:23][CH2:24][CH2:25][OH:26])=[C:8]([C:12]3[CH:17]=[CH:16][CH:15]=[C:14]([O:18]C)[CH:13]=3)[CH2:9][CH2:10][CH2:11][C:5]=2[CH:4]=1.C[S-].[Na+]. (9) The reactants are: [CH3:1][O:2][C:3]1[C:4]([N:11]2[C:20](=[O:21])[C:19]3[C:14](=[CH:15][C:16]([C:22]([OH:24])=O)=[CH:17][CH:18]=3)[NH:13][C:12]2=[S:25])=[N:5][CH:6]=[C:7]([O:9][CH3:10])[CH:8]=1.[Cl:26][C:27]1[CH:34]=[CH:33][C:30]([CH2:31][NH2:32])=[CH:29][CH:28]=1.CCN(C(C)C)C(C)C.CN(C(ON1N=NC2C=CC=CC1=2)=[N+](C)C)C.[B-](F)(F)(F)F. Given the product [Cl:26][C:27]1[CH:34]=[CH:33][C:30]([CH2:31][NH:32][C:22]([C:16]2[CH:15]=[C:14]3[C:19]([C:20](=[O:21])[N:11]([C:4]4[C:3]([O:2][CH3:1])=[CH:8][C:7]([O:9][CH3:10])=[CH:6][N:5]=4)[C:12](=[S:25])[NH:13]3)=[CH:18][CH:17]=2)=[O:24])=[CH:29][CH:28]=1, predict the reactants needed to synthesize it. (10) Given the product [Br:13][C:10]1[CH:11]=[CH:12][C:7]([CH:21]=[O:22])=[C:8]([C:14]([F:17])([F:16])[F:15])[CH:9]=1, predict the reactants needed to synthesize it. The reactants are: [Li]CCCC.Br[C:7]1[CH:12]=[CH:11][C:10]([Br:13])=[CH:9][C:8]=1[C:14]([F:17])([F:16])[F:15].CN([CH:21]=[O:22])C.